This data is from Reaction yield outcomes from USPTO patents with 853,638 reactions. The task is: Predict the reaction yield, written as a fraction of the theoretical maximum amount of product (1.0 means a 100% yield; for example, 0.34 means a 34% yield). The reactants are [NH2:1][CH2:2][C:3]1[C:4]([CH2:22][C:23]([CH3:26])([CH3:25])[CH3:24])=[N:5][C:6]([CH2:20][CH3:21])=[C:7]([C:12]=1[C:13]1[CH:18]=[CH:17][C:16]([CH3:19])=[CH:15][CH:14]=1)[C:8](OC)=[O:9].C1(C)C=CC=CC=1.[H-].C([Al+]CC(C)C)C(C)C.C(=O)([O-])O.[Na+].[C:57](O[C:57]([O:59][C:60]([CH3:63])([CH3:62])[CH3:61])=[O:58])([O:59][C:60]([CH3:63])([CH3:62])[CH3:61])=[O:58]. The catalyst is C1(C)C=CC=CC=1.C(OCC)(=O)C.O1CCCC1.C(O)(C)C. The product is [CH2:20]([C:6]1[N:5]=[C:4]([CH2:22][C:23]([CH3:26])([CH3:25])[CH3:24])[C:3]([CH2:2][NH:1][C:57](=[O:58])[O:59][C:60]([CH3:61])([CH3:62])[CH3:63])=[C:12]([C:13]2[CH:14]=[CH:15][C:16]([CH3:19])=[CH:17][CH:18]=2)[C:7]=1[CH2:8][OH:9])[CH3:21]. The yield is 0.800.